Dataset: Full USPTO retrosynthesis dataset with 1.9M reactions from patents (1976-2016). Task: Predict the reactants needed to synthesize the given product. (1) Given the product [Cl:8][C:5]1[CH:6]=[CH:7][C:2]([C:34](=[O:36])[CH3:35])=[C:3]([N:9]2[CH:13]=[CH:12][C:11]([CH3:14])=[N:10]2)[CH:4]=1, predict the reactants needed to synthesize it. The reactants are: Br[C:2]1[CH:7]=[CH:6][C:5]([Cl:8])=[CH:4][C:3]=1[N:9]1[CH:13]=[CH:12][C:11]([CH3:14])=[N:10]1.BrC1C=CC(Cl)=CC=1N1C(C)=CC=N1.C([Mg]Cl)(C)C.[C:34](Cl)(=[O:36])[CH3:35]. (2) Given the product [CH:1]1([N:2]2[C:10]([C:11]([OH:13])=[O:12])=[N:9][C:8]3[C:3]2=[N:4][CH:5]=[N:6][C:7]=3[N:14]2[CH2:19][CH2:18][CH:17]([N:20]3[C:24]4[CH:25]=[CH:26][CH:27]=[CH:28][C:23]=4[NH:22][C:21]3=[O:29])[CH2:16][CH2:15]2)[CH2:31][CH2:30]1, predict the reactants needed to synthesize it. The reactants are: [CH3:1][N:2]1[C:10]([C:11]([OH:13])=[O:12])=[N:9][C:8]2[C:3]1=[N:4][CH:5]=[N:6][C:7]=2[N:14]1[CH2:19][CH2:18][CH:17]([N:20]2[C:24]3[CH:25]=[CH:26][CH:27]=[CH:28][C:23]=3[NH:22][C:21]2=[O:29])[CH2:16][CH2:15]1.[CH:30]1(N2C3N=CN=C(N4CCC(N5C6C=CC=CC=6NC5=O)CC4)C=3N=C(OC)C2=O)C[CH2:31]1.[OH-].[Na+]. (3) The reactants are: [C:12]([O:11][C:9](O[C:9]([O:11][C:12]([CH3:15])([CH3:14])[CH3:13])=[O:10])=[O:10])([CH3:15])([CH3:14])[CH3:13].[NH2:16][C@H:17]1[CH2:22][CH2:21][C@H:20]([NH2:23])[CH2:19][CH2:18]1. Given the product [NH2:16][C@H:17]1[CH2:22][CH2:21][C@H:20]([NH:23][C:9](=[O:10])[O:11][C:12]([CH3:13])([CH3:14])[CH3:15])[CH2:19][CH2:18]1, predict the reactants needed to synthesize it.